From a dataset of Forward reaction prediction with 1.9M reactions from USPTO patents (1976-2016). Predict the product of the given reaction. (1) Given the reactants [C:1]([O:5][C:6](=[O:33])[NH:7][C@H:8]([CH2:24][N:25]([O:29]C(=O)C)[C:26](=[O:28])[CH3:27])[CH2:9][C:10]1[CH:15]=[CH:14][C:13]([O:16][C:17]2[CH:22]=[CH:21][C:20]([Cl:23])=[CH:19][CH:18]=2)=[CH:12][CH:11]=1)([CH3:4])([CH3:3])[CH3:2].C[O-].[Na+].[NH4+].[Cl-], predict the reaction product. The product is: [C:1]([O:5][C:6](=[O:33])[NH:7][C@H:8]([CH2:24][N:25]([C:26](=[O:28])[CH3:27])[OH:29])[CH2:9][C:10]1[CH:15]=[CH:14][C:13]([O:16][C:17]2[CH:18]=[CH:19][C:20]([Cl:23])=[CH:21][CH:22]=2)=[CH:12][CH:11]=1)([CH3:4])([CH3:2])[CH3:3]. (2) The product is: [C:32]1([S:38]([C:2]2[CH:10]=[CH:9][C:8]3[N:7]([CH2:11][O:12][CH2:13][CH2:14][Si:15]([CH3:18])([CH3:17])[CH3:16])[C:6]4[CH2:19][CH:20]5[NH:24][CH:23]([C:5]=4[C:4]=3[C:3]=2[C:25]([O:27][C:28]([CH3:31])([CH3:30])[CH3:29])=[O:26])[CH2:22][CH2:21]5)(=[O:40])=[O:39])[CH:37]=[CH:36][CH:35]=[CH:34][CH:33]=1. Given the reactants Br[C:2]1[CH:10]=[CH:9][C:8]2[N:7]([CH2:11][O:12][CH2:13][CH2:14][Si:15]([CH3:18])([CH3:17])[CH3:16])[C:6]3[CH2:19][CH:20]4[NH:24][CH:23]([C:5]=3[C:4]=2[C:3]=1[C:25]([O:27][C:28]([CH3:31])([CH3:30])[CH3:29])=[O:26])[CH2:22][CH2:21]4.[C:32]1([S:38](C2C=CC=CC=2)(=[O:40])=[O:39])[CH:37]=[CH:36][CH:35]=[CH:34][CH:33]=1, predict the reaction product. (3) Given the reactants [Cl:1][C:2]1[CH:10]=[CH:9][C:8]2[NH:7][C:6]3[CH2:11][CH2:12][N:13]([CH3:15])[CH2:14][C:5]=3[C:4]=2[CH:3]=1.C(=O)([O-])[O-].[K+].[K+].N1C2C(=CC=C3C=2N=CC=C3)C=CC=1.Br[C:37]#[C:38][Si:39]([CH:46]([CH3:48])[CH3:47])([CH:43]([CH3:45])[CH3:44])[CH:40]([CH3:42])[CH3:41], predict the reaction product. The product is: [Cl:1][C:2]1[CH:10]=[CH:9][C:8]2[N:7]([C:37]#[C:38][Si:39]([CH:40]([CH3:42])[CH3:41])([CH:46]([CH3:48])[CH3:47])[CH:43]([CH3:45])[CH3:44])[C:6]3[CH2:11][CH2:12][N:13]([CH3:15])[CH2:14][C:5]=3[C:4]=2[CH:3]=1. (4) The product is: [F:8][C:7]1[CH:6]=[C:5]([C:9]2[CH:14]=[CH:13][C:12]([C:15]([F:18])([F:17])[F:16])=[CH:11][CH:10]=2)[CH:4]=[C:3]2[C:2]=1[NH:1][C:21](=[O:23])[CH:20]=[CH:19]2. Given the reactants [NH2:1][C:2]1[C:7]([F:8])=[CH:6][C:5]([C:9]2[CH:14]=[CH:13][C:12]([C:15]([F:18])([F:17])[F:16])=[CH:11][CH:10]=2)=[CH:4][C:3]=1/[CH:19]=[CH:20]/[C:21]([O:23]CC)=O.[Mg], predict the reaction product. (5) Given the reactants [H-].[Na+].[C:3]1([OH:9])[CH:8]=[CH:7][CH:6]=[CH:5][CH:4]=1.F[C:11]1[CH:16]=[CH:15][C:14]([N+:17]([O-:19])=[O:18])=[CH:13][C:12]=1[F:20], predict the reaction product. The product is: [F:20][C:12]1[CH:13]=[C:14]([N+:17]([O-:19])=[O:18])[CH:15]=[CH:16][C:11]=1[O:9][C:3]1[CH:8]=[CH:7][CH:6]=[CH:5][CH:4]=1.